From a dataset of Forward reaction prediction with 1.9M reactions from USPTO patents (1976-2016). Predict the product of the given reaction. (1) Given the reactants C(OC([O:8][C:9]1[CH:14]=[CH:13][C:12](/[CH:15]=[CH:16]/[C:17]2[S:21][C:20]([C@@:22]3([CH2:30][C:31]([OH:33])=[O:32])[CH2:27][CH2:26][CH2:25][CH2:24][S:23]3(=[O:29])=[O:28])=[CH:19][CH:18]=2)=[CH:11][CH:10]=1)=O)(C)(C)C.Cl, predict the reaction product. The product is: [O:29]=[S:23]1(=[O:28])[CH2:24][CH2:25][CH2:26][CH2:27][C@:22]1([CH2:30][C:31]([OH:33])=[O:32])[C:20]1[S:21][C:17](/[CH:16]=[CH:15]/[C:12]2[CH:11]=[CH:10][C:9]([OH:8])=[CH:14][CH:13]=2)=[CH:18][CH:19]=1. (2) Given the reactants [C:1]([O:5][C:6]([NH:8][CH2:9][CH2:10][CH2:11][C:12]([OH:14])=[O:13])=[O:7])([CH3:4])([CH3:3])[CH3:2].O[N:16]1[C:20](=[O:21])[CH2:19][CH2:18][C:17]1=[O:22].CN(C=O)C.Cl.CN(C)CCCN=C=NCC, predict the reaction product. The product is: [C:1]([O:5][C:6]([NH:8][CH2:9][CH2:10][CH2:11][C:12]([O:14][N:16]1[C:20](=[O:21])[CH2:19][CH2:18][C:17]1=[O:22])=[O:13])=[O:7])([CH3:4])([CH3:2])[CH3:3]. (3) Given the reactants [Cl:1][C:2]1[CH:7]=[CH:6][CH:5]=[CH:4][C:3]=1[N:8]1[C:16]([C:17]2[CH:22]=[CH:21][C:20]([Cl:23])=[CH:19][CH:18]=2)=[C:15]2[C:10]([C:11]([OH:24])=[N:12][CH:13]=[CH:14]2)=[N:9]1.FC(F)(F)S(O[CH2:31][C:32]([F:35])([F:34])[F:33])(=O)=O.C([O-])([O-])=O.[Cs+].[Cs+], predict the reaction product. The product is: [Cl:1][C:2]1[CH:7]=[CH:6][CH:5]=[CH:4][C:3]=1[N:8]1[C:16]([C:17]2[CH:22]=[CH:21][C:20]([Cl:23])=[CH:19][CH:18]=2)=[C:15]2[C:10]([C:11](=[O:24])[N:12]([CH2:31][C:32]([F:35])([F:34])[F:33])[CH:13]=[CH:14]2)=[N:9]1. (4) Given the reactants [Cl:1][C:2]1[C:7]([N+:8]([O-])=O)=[CH:6][CH:5]=[CH:4][N:3]=1, predict the reaction product. The product is: [Cl:1][C:2]1[N:3]=[CH:4][CH:5]=[C:6]2[C:6]([CH3:7])=[C:5]([CH3:4])[NH:8][C:7]=12. (5) Given the reactants [S:1]1[C:5]([CH:6](O)[C:7]2[CH:12]=[CH:11][C:10]([O:13][CH3:14])=[CH:9][CH:8]=2)=[CH:4][C:3]2[CH:16]=[CH:17][CH:18]=[CH:19][C:2]1=2.C([SiH](CC)CC)C.C(O)(C(F)(F)F)=O, predict the reaction product. The product is: [CH3:14][O:13][C:10]1[CH:9]=[CH:8][C:7]([CH2:6][C:5]2[S:1][C:2]3[CH:19]=[CH:18][CH:17]=[CH:16][C:3]=3[CH:4]=2)=[CH:12][CH:11]=1.